From a dataset of Reaction yield outcomes from USPTO patents with 853,638 reactions. Predict the reaction yield, written as a fraction of the theoretical maximum amount of product (1.0 means a 100% yield; for example, 0.34 means a 34% yield). The reactants are [CH3:1][O:2][C:3]1[CH:4]=[C:5]([CH:19]=[CH:20][CH:21]=1)[CH2:6][NH:7][C:8]([C:10]1[N:15]=[CH:14][N:13]=[C:12]([C:16]([OH:18])=O)[CH:11]=1)=[O:9].[NH2:22][CH2:23][C:24]1[CH:33]=[CH:32][C:27]([C:28]([O:30][CH3:31])=[O:29])=[CH:26][CH:25]=1.ON1C2N=CC=CC=2N=N1.CN1CCOCC1. The catalyst is CN(C)C=O. The product is [CH3:31][O:30][C:28](=[O:29])[C:27]1[CH:32]=[CH:33][C:24]([CH2:23][NH:22][C:16]([C:12]2[CH:11]=[C:10]([C:8](=[O:9])[NH:7][CH2:6][C:5]3[CH:19]=[CH:20][CH:21]=[C:3]([O:2][CH3:1])[CH:4]=3)[N:15]=[CH:14][N:13]=2)=[O:18])=[CH:25][CH:26]=1. The yield is 0.520.